From a dataset of Reaction yield outcomes from USPTO patents with 853,638 reactions. Predict the reaction yield, written as a fraction of the theoretical maximum amount of product (1.0 means a 100% yield; for example, 0.34 means a 34% yield). (1) The reactants are [F:1][C:2]1[CH:10]=[CH:9][CH:8]=[C:7]([I:11])[C:3]=1[C:4]([OH:6])=[O:5].O[Li].O.S(OC)(O[CH3:19])(=O)=O.[NH4+].[Cl-]. The catalyst is C1COCC1. The product is [CH3:19][O:5][C:4](=[O:6])[C:3]1[C:7]([I:11])=[CH:8][CH:9]=[CH:10][C:2]=1[F:1]. The yield is 0.990. (2) The reactants are C([NH:18][C@H:19]([C:32]([OH:34])=O)[CH2:20][C:21]1[CH:26]=[CH:25][C:24]([O:27][C:28]([CH3:31])([CH3:30])[CH3:29])=[CH:23][CH:22]=1)(OCC1C2C(=CC=CC=2)C2C1=CC=CC=2)=O.[NH4+].C(OC(OC(OC(C)(C)C)=O)=O)(C)(C)C.[N:51]1C=CC=CC=1. The catalyst is O1CCOCC1.C(OCC)(=O)C.ClCCl.C(NCC)C. The product is [C:28]([O:27][C:24]1[CH:25]=[CH:26][C:21]([CH2:20][C@@H:19]([C:32]([NH2:51])=[O:34])[NH2:18])=[CH:22][CH:23]=1)([CH3:31])([CH3:30])[CH3:29]. The yield is 0.810. (3) The reactants are Cl[C:2]1[N:3]=[C:4]([N:22]2[CH2:27][CH2:26][O:25][CH2:24][CH2:23]2)[C:5]2[N:10]=[C:9]([CH2:11][N:12]3[CH2:15][CH:14](N4CCOCC4)[CH2:13]3)[S:8][C:6]=2[N:7]=1.[CH3:28][C:29]1[NH:30][C:31]2[CH:37]=[CH:36][CH:35]=[CH:34][C:32]=2[N:33]=1.[CH3:38][CH:39]([C:41]1C=C(C(C)C)C(C2C=CC=CC=2P(C2CCCCC2)C2CCCCC2)=[C:43](C(C)C)[CH:42]=1)C.C([O-])([O-])=[O:73].[Cs+].[Cs+]. The catalyst is CN(C=O)C.C1C=CC(/C=C/C(/C=C/C2C=CC=CC=2)=O)=CC=1.C1C=CC(/C=C/C(/C=C/C2C=CC=CC=2)=O)=CC=1.C1C=CC(/C=C/C(/C=C/C2C=CC=CC=2)=O)=CC=1.[Pd].[Pd]. The product is [CH3:28][C:29]1[N:33]([C:2]2[N:3]=[C:4]([N:22]3[CH2:23][CH2:24][O:25][CH2:26][CH2:27]3)[C:5]3[N:10]=[C:9]([CH2:11][N:12]4[CH2:13][CH:14]([CH:41]5[CH2:42][CH2:43][O:73][CH2:38][CH2:39]5)[CH2:15]4)[S:8][C:6]=3[N:7]=2)[C:32]2[CH:34]=[CH:35][CH:36]=[CH:37][C:31]=2[N:30]=1. The yield is 0.390. (4) The reactants are [CH3:1][C:2]1[N:7]=[C:6]([NH2:8])[CH:5]=[CH:4][N:3]=1.Br[C:10]1[C:11](=[O:18])[N:12]([CH3:17])[N:13]=[C:14]([Cl:16])[CH:15]=1.CC1(C)C2C(=C(P(C3C=CC=CC=3)C3C=CC=CC=3)C=CC=2)OC2C(P(C3C=CC=CC=3)C3C=CC=CC=3)=CC=CC1=2.C([O-])([O-])=O.[Cs+].[Cs+]. The catalyst is C1C=CC(/C=C/C(/C=C/C2C=CC=CC=2)=O)=CC=1.C1C=CC(/C=C/C(/C=C/C2C=CC=CC=2)=O)=CC=1.C1C=CC(/C=C/C(/C=C/C2C=CC=CC=2)=O)=CC=1.[Pd].[Pd].O1CCOCC1. The product is [Cl:16][C:14]1[CH:15]=[C:10]([NH:8][C:6]2[CH:5]=[CH:4][N:3]=[C:2]([CH3:1])[N:7]=2)[C:11](=[O:18])[N:12]([CH3:17])[N:13]=1. The yield is 0.730. (5) The reactants are [NH2:1][C:2]1[CH:3]=[C:4]([CH:11]=[CH:12][C:13]=1[CH3:14])[C:5]([NH:7][CH:8]1[CH2:10][CH2:9]1)=[O:6].[C:15]1([CH3:25])[CH:20]=[CH:19]C(S(O)(=O)=O)=[CH:17][CH:16]=1.N[CH:27]([C:30]#[N:31])[C:28]#[N:29].[C:32]([O-:35])(=O)[CH3:33].[Na+].[OH-].[Na+]. The catalyst is C(OCC)(OCC)OCC.O. The product is [NH2:31][C:30]1[N:1]([C:2]2[CH:3]=[C:4]([CH:11]=[CH:12][C:13]=2[CH3:14])[C:5]([NH:7][CH:8]2[CH2:9][CH2:10]2)=[O:6])[N:29]=[CH:28][C:27]=1[C:32](=[O:35])[C:33]1[CH:19]=[CH:20][C:15]([CH3:25])=[CH:16][CH:17]=1. The yield is 0.300. (6) The reactants are [F:1][CH2:2][C:3]([C:7]1[O:11][N:10]=[C:9]([NH:12][C:13](=[O:21])OC2C=CC=CC=2)[CH:8]=1)([CH3:6])[CH2:4][F:5].[CH3:22][O:23][C:24]1[CH:25]=[C:26]2[C:31](=[CH:32][C:33]=1[O:34][CH3:35])[N:30]=[CH:29][N:28]=[C:27]2[O:36][C:37]1[C:38]([F:44])=[C:39]([CH:41]=[CH:42][CH:43]=1)[NH2:40]. The catalyst is C1COCC1. The product is [F:5][CH2:4][C:3]([C:7]1[O:11][N:10]=[C:9]([NH:12][C:13]([NH:40][C:39]2[CH:41]=[CH:42][CH:43]=[C:37]([O:36][C:27]3[C:26]4[C:31](=[CH:32][C:33]([O:34][CH3:35])=[C:24]([O:23][CH3:22])[CH:25]=4)[N:30]=[CH:29][N:28]=3)[C:38]=2[F:44])=[O:21])[CH:8]=1)([CH3:6])[CH2:2][F:1]. The yield is 0.420. (7) The reactants are [CH:1](=O)[C:2]1[CH:7]=[CH:6][C:5]([O:8][CH3:9])=[CH:4][CH:3]=1.[CH3:11][O:12][C:13]1[CH:20]=[CH:19][C:16]([CH2:17][NH2:18])=[CH:15][CH:14]=1.C1(C)C=CC=CC=1. The catalyst is O. The product is [CH3:9][O:8][C:5]1[CH:6]=[CH:7][C:2]([CH2:1][NH:18][CH2:17][C:16]2[CH:19]=[CH:20][C:13]([O:12][CH3:11])=[CH:14][CH:15]=2)=[CH:3][CH:4]=1. The yield is 1.00.